From a dataset of Forward reaction prediction with 1.9M reactions from USPTO patents (1976-2016). Predict the product of the given reaction. (1) Given the reactants [Br:1][C:2]1[C:3]([CH3:11])=[N:4][N:5]([CH3:10])[C:6]=1[C:7](O)=[O:8].[Cl-].[NH4+].C1C=CC2N(O)N=[N:20]C=2C=1.C(Cl)CCl.C(N(C(C)C)C(C)C)C, predict the reaction product. The product is: [Br:1][C:2]1[C:3]([CH3:11])=[N:4][N:5]([CH3:10])[C:6]=1[C:7]([NH2:20])=[O:8]. (2) Given the reactants [F:1][C:2]1[CH:7]=[CH:6][C:5]([C:8]2[N:9]=[C:10]3[CH:15]=[N:14][CH:13]=[CH:12][N:11]3[CH:16]=2)=[CH:4][CH:3]=1.I[C:18]1[CH:23]=[CH:22][N:21]=[C:20]([S:24][CH3:25])[N:19]=1.C([O-])([O-])=O.[Cs+].[Cs+].C1(P(C2C=CC=CC=2)C2C=CC=CC=2)C=CC=CC=1, predict the reaction product. The product is: [F:1][C:2]1[CH:3]=[CH:4][C:5]([C:8]2[N:9]=[C:10]3[CH:15]=[N:14][CH:13]=[CH:12][N:11]3[C:16]=2[C:18]2[CH:23]=[CH:22][N:21]=[C:20]([S:24][CH3:25])[N:19]=2)=[CH:6][CH:7]=1. (3) Given the reactants [N:1]1[CH:6]=[CH:5][CH:4]=[CH:3][C:2]=1[N:7]([CH2:40][CH2:41][C:42]([O:44][CH2:45][CH3:46])=[O:43])[C:8]([C:10]1[CH:39]=[CH:38][C:13]2[N:14]([CH3:37])[C:15]([CH2:17][NH:18][C:19]3[CH:24]=[CH:23][C:22]([C:25](=[NH:36])[NH:26][C:27]([O:29][CH2:30][CH2:31][CH2:32][CH2:33][CH2:34][CH3:35])=[O:28])=[CH:21][CH:20]=3)=[N:16][C:12]=2[CH:11]=1)=[O:9].[CH3:47][S:48]([OH:51])(=[O:50])=[O:49], predict the reaction product. The product is: [S:48]([OH:51])(=[O:50])(=[O:49])[CH3:47].[N:1]1[CH:6]=[CH:5][CH:4]=[CH:3][C:2]=1[N:7]([CH2:40][CH2:41][C:42]([O:44][CH2:45][CH3:46])=[O:43])[C:8]([C:10]1[CH:39]=[CH:38][C:13]2[N:14]([CH3:37])[C:15]([CH2:17][NH:18][C:19]3[CH:20]=[CH:21][C:22]([C:25](=[NH:36])[NH:26][C:27]([O:29][CH2:30][CH2:31][CH2:32][CH2:33][CH2:34][CH3:35])=[O:28])=[CH:23][CH:24]=3)=[N:16][C:12]=2[CH:11]=1)=[O:9]. (4) Given the reactants Cl[C:2]1[CH:3]=[CH:4][C:5]2[O:6][C:7]([F:14])([F:13])[C:8](=[O:12])[NH:9][C:10]=2[N:11]=1.[CH3:15][C@H:16]1[O:21][CH2:20][C@@H:19]([C:22]2[CH:27]=[CH:26][CH:25]=[CH:24][CH:23]=2)[NH:18][CH2:17]1, predict the reaction product. The product is: [F:13][C:7]1([F:14])[O:6][C:5]2[CH:4]=[CH:3][C:2]([N:18]3[C@H:19]([C:22]4[CH:27]=[CH:26][CH:25]=[CH:24][CH:23]=4)[CH2:20][O:21][C@H:16]([CH3:15])[CH2:17]3)=[N:11][C:10]=2[NH:9][C:8]1=[O:12].